From a dataset of Catalyst prediction with 721,799 reactions and 888 catalyst types from USPTO. Predict which catalyst facilitates the given reaction. (1) Reactant: [C:1]1([NH:7][C:8]2[N:16]=[C:15]([C:17]([F:20])([F:19])[F:18])[CH:14]=[CH:13][C:9]=2[C:10]([OH:12])=O)[CH:6]=[CH:5][CH:4]=[CH:3][CH:2]=1.Cl.[CH3:22][NH:23][O:24][CH3:25].F[P-](F)(F)(F)(F)F.N1(OC(N(C)C)=[N+](C)C)C2C=CC=CC=2N=N1.C(N(CC)C(C)C)(C)C. Product: [CH3:25][O:24][N:23]([CH3:22])[C:10](=[O:12])[C:9]1[CH:13]=[CH:14][C:15]([C:17]([F:20])([F:19])[F:18])=[N:16][C:8]=1[NH:7][C:1]1[CH:2]=[CH:3][CH:4]=[CH:5][CH:6]=1. The catalyst class is: 454. (2) Reactant: C([O:5][C:6](=[O:19])[CH2:7][O:8][C:9]1[CH:14]=[C:13]([F:15])[C:12]([F:16])=[CH:11][C:10]=1[O:17]C)(C)(C)C.[Cl-].[Li+]. Product: [F:16][C:12]1[C:13]([F:15])=[CH:14][C:9]([O:8][CH2:7][C:6]([OH:19])=[O:5])=[C:10]([OH:17])[CH:11]=1. The catalyst class is: 3. (3) Reactant: C(O[CH:5]([C:9]1[CH:14]=[CH:13][C:12]([O:15][C:16](=[O:18])[CH3:17])=[C:11]([O:19][CH2:20][CH3:21])[CH:10]=1)[C:6]([OH:8])=[O:7])(=O)C.O. Product: [C:16]([O:15][C:12]1[CH:13]=[CH:14][C:9]([CH2:5][C:6]([OH:8])=[O:7])=[CH:10][C:11]=1[O:19][CH2:20][CH3:21])(=[O:18])[CH3:17]. The catalyst class is: 105.